From a dataset of Forward reaction prediction with 1.9M reactions from USPTO patents (1976-2016). Predict the product of the given reaction. Given the reactants Br[C:2]1[CH:11]=[CH:10][CH:9]=[C:8]2[C:3]=1[CH:4]=[CH:5][C:6](Cl)=[N:7]2.[CH3:13][O:14][C:15]1[CH:22]=[CH:21][CH:20]=[CH:19][C:16]=1[CH2:17][NH2:18].[CH3:23][O:24][C:25]1[CH:26]=[C:27]([CH:30]=[CH:31][CH:32]=1)[CH2:28][NH2:29], predict the reaction product. The product is: [CH3:23][O:24][C:25]1[CH:26]=[C:27]([CH:30]=[CH:31][CH:32]=1)[CH2:28][NH:29][C:2]1[C:3]2[CH:4]=[CH:5][C:6]([NH:18][CH2:17][C:16]3[CH:19]=[CH:20][CH:21]=[CH:22][C:15]=3[O:14][CH3:13])=[N:7][C:8]=2[CH:9]=[CH:10][CH:11]=1.